From a dataset of Reaction yield outcomes from USPTO patents with 853,638 reactions. Predict the reaction yield, written as a fraction of the theoretical maximum amount of product (1.0 means a 100% yield; for example, 0.34 means a 34% yield). (1) The reactants are C[O:2][C:3]([C:5]1[S:9][C:8]([N:10]2[C:14]3[CH:15]=[C:16]([O:21][CH3:22])[C:17]([O:19][CH3:20])=[CH:18][C:13]=3[N:12]=[CH:11]2)=[N:7][C:6]=1Br)=[O:4].[Cl:24][C:25]1[CH:30]=[CH:29][CH:28]=[CH:27][C:26]=1B(O)O. No catalyst specified. The product is [Cl:24][C:25]1[CH:30]=[CH:29][CH:28]=[CH:27][C:26]=1[C:6]1[N:7]=[C:8]([N:10]2[C:14]3[CH:15]=[C:16]([O:21][CH3:22])[C:17]([O:19][CH3:20])=[CH:18][C:13]=3[N:12]=[CH:11]2)[S:9][C:5]=1[C:3]([OH:2])=[O:4]. The yield is 0.460. (2) The reactants are [CH2:1]([C@@H:3]1[CH2:24][O:23][C:6]2=[C:7]3[C:12](=[CH:13][CH:14]=[C:5]2[NH:4]1)[N:11]=[C:10]([O:15][CH:16]([CH3:18])[CH3:17])[CH:9]=[C:8]3[C:19]([F:22])([F:21])[F:20])[CH3:2].C([O-])([O-])=O.[K+].[K+].[CH2:31](Br)[C:32](=[CH2:34])[CH3:33].O. The catalyst is CN(C=O)C. The product is [CH2:1]([C@@H:3]1[CH2:24][O:23][C:6]2=[C:7]3[C:12](=[CH:13][CH:14]=[C:5]2[N:4]1[CH2:33][C:32](=[CH2:31])[CH3:34])[N:11]=[C:10]([O:15][CH:16]([CH3:18])[CH3:17])[CH:9]=[C:8]3[C:19]([F:21])([F:22])[F:20])[CH3:2]. The yield is 0.870. (3) The reactants are C(OC(=O)C)(=O)C.[N+:8]([C:11]1[CH:16]=[CH:15][C:14]([C:17]2[S:18][CH:19]=[CH:20][CH:21]=2)=[CH:13][C:12]=1[NH:22][C:23]([NH:25]CC1CCNCC1)=[O:24])([O-:10])=[O:9].C(N(CC)CC)C. The catalyst is ClCCl.O. The product is [N+:8]([C:11]1[CH:16]=[CH:15][C:14]([C:17]2[S:18][CH:19]=[CH:20][CH:21]=2)=[CH:13][C:12]=1[NH:22][C:23](=[O:24])[NH2:25])([O-:10])=[O:9]. The yield is 0.810. (4) The reactants are [H-].[Na+].[F:3][C:4]1[C:5]([CH2:16][N:17]([CH3:25])[C:18](=[O:24])[O:19][C:20]([CH3:23])([CH3:22])[CH3:21])=[CH:6][NH:7][C:8]=1[C:9]1[C:10]([F:15])=[N:11][CH:12]=[CH:13][CH:14]=1.C1OCCOCCOCCOCCOC1.[CH3:41][C:42]1[C:47]([S:48](Cl)(=[O:50])=[O:49])=[CH:46][CH:45]=[CH:44][N:43]=1. The catalyst is O1CCCC1.O. The product is [F:3][C:4]1[C:5]([CH2:16][N:17]([CH3:25])[C:18](=[O:24])[O:19][C:20]([CH3:21])([CH3:22])[CH3:23])=[CH:6][N:7]([S:48]([C:47]2[C:42]([CH3:41])=[N:43][CH:44]=[CH:45][CH:46]=2)(=[O:50])=[O:49])[C:8]=1[C:9]1[C:10]([F:15])=[N:11][CH:12]=[CH:13][CH:14]=1. The yield is 0.860. (5) The reactants are Br[CH2:2][CH2:3][CH2:4][CH2:5][CH2:6][C:7]([C:9]1[O:10][C:11]([C:14]2[CH:19]=[CH:18][CH:17]=[CH:16][N:15]=2)=[CH:12][N:13]=1)=[O:8].C([O-])([O-])=O.[K+].[K+].CNC1C=CC=CC=1. The catalyst is CN(C=O)C.CCOC(C)=O. The product is [CH:6]1([C:7]([C:9]2[O:10][C:11]([C:14]3[CH:19]=[CH:18][CH:17]=[CH:16][N:15]=3)=[CH:12][N:13]=2)=[O:8])[CH2:5][CH2:4][CH2:3][CH2:2]1. The yield is 0.590. (6) The reactants are [Br:1][C:2]1[CH:3]=[C:4]2[C:9](=[C:10]([CH3:12])[CH:11]=1)[N:8]=[CH:7][C:6](C(O)=O)=[C:5]2[OH:16]. The catalyst is C1C=CC(C2C=CC=CC=2)=CC=1.C1C=CC(OC2C=CC=CC=2)=CC=1. The product is [Br:1][C:2]1[CH:3]=[C:4]2[C:9](=[C:10]([CH3:12])[CH:11]=1)[N:8]=[CH:7][CH:6]=[C:5]2[OH:16]. The yield is 0.950. (7) The reactants are [C:12]([O:11][C:9](O[C:9]([O:11][C:12]([CH3:15])([CH3:14])[CH3:13])=[O:10])=[O:10])([CH3:15])([CH3:14])[CH3:13].[F:16][C:17]([F:31])([F:30])[C:18]1[CH:29]=[CH:28][C:21]2[NH:22][CH2:23][CH2:24][CH2:25][C:26](=[O:27])[C:20]=2[CH:19]=1.CN(C1C=CC=CN=1)C.C(N(C(C)C)CC)(C)C. The catalyst is ClCCl.C(OCC)(=O)C.CCCCCC. The product is [C:12]([O:11][C:9]([N:22]1[CH2:23][CH2:24][CH2:25][C:26](=[O:27])[C:20]2[CH:19]=[C:18]([C:17]([F:16])([F:30])[F:31])[CH:29]=[CH:28][C:21]1=2)=[O:10])([CH3:13])([CH3:14])[CH3:15]. The yield is 0.900. (8) The reactants are C[O:2][C:3](=[O:43])[C:4]1[CH:9]=[CH:8][C:7]([NH:10][C:11]([C@H:13]2[C@H:17]([C:18]3[CH:23]=[CH:22][CH:21]=[C:20]([Cl:24])[C:19]=3[F:25])[C@:16]([C:28]3[CH:33]=[CH:32][C:31]([Cl:34])=[CH:30][C:29]=3[F:35])([C:26]#[N:27])[C@H:15]([CH2:36][C:37]([CH3:40])([CH3:39])[CH3:38])[NH:14]2)=[O:12])=[C:6]([O:41][CH3:42])[CH:5]=1.[CH3:44][Si:45]([CH3:51])([CH3:50])[C:46]#[C:47][CH:48]=O.CC(O)=O.C(O[BH-](OC(=O)C)OC(=O)C)(=O)C.[Na+]. The catalyst is [OH-].[Na+]. The product is [Cl:24][C:20]1[C:19]([F:25])=[C:18]([C@@H:17]2[C@:16]([C:28]3[CH:33]=[CH:32][C:31]([Cl:34])=[CH:30][C:29]=3[F:35])([C:26]#[N:27])[C@H:15]([CH2:36][C:37]([CH3:38])([CH3:40])[CH3:39])[N:14]([CH2:48][C:47]#[C:46][Si:45]([CH3:51])([CH3:50])[CH3:44])[C@H:13]2[C:11]([NH:10][C:7]2[CH:8]=[CH:9][C:4]([C:3]([OH:2])=[O:43])=[CH:5][C:6]=2[O:41][CH3:42])=[O:12])[CH:23]=[CH:22][CH:21]=1. The yield is 0.885. (9) The reactants are C([O:3][C:4]([C:6]1[S:10][C:9]([O:11][C:12]2[CH:17]=[CH:16][CH:15]=[CH:14][CH:13]=2)=[N:8][CH:7]=1)=O)C.[H-].[Al+3].[Li+].[H-].[H-].[H-].O.[OH-].[Na+]. The catalyst is O1CCCC1. The product is [O:11]([C:9]1[S:10][C:6]([CH2:4][OH:3])=[CH:7][N:8]=1)[C:12]1[CH:13]=[CH:14][CH:15]=[CH:16][CH:17]=1. The yield is 0.850.